This data is from Peptide-MHC class I binding affinity with 185,985 pairs from IEDB/IMGT. The task is: Regression. Given a peptide amino acid sequence and an MHC pseudo amino acid sequence, predict their binding affinity value. This is MHC class I binding data. (1) The peptide sequence is EEVVLKNGEL. The MHC is Patr-B2401 with pseudo-sequence Patr-B2401. The binding affinity (normalized) is 0.00431. (2) The peptide sequence is CYNFKVQFL. The MHC is HLA-A29:02 with pseudo-sequence HLA-A29:02. The binding affinity (normalized) is 0.179. (3) The peptide sequence is WLKIKRDYL. The MHC is HLA-A23:01 with pseudo-sequence HLA-A23:01. The binding affinity (normalized) is 0. (4) The peptide sequence is YEFLQPILL. The MHC is Mamu-A02 with pseudo-sequence Mamu-A02. The binding affinity (normalized) is 0.